From a dataset of NCI-60 drug combinations with 297,098 pairs across 59 cell lines. Regression. Given two drug SMILES strings and cell line genomic features, predict the synergy score measuring deviation from expected non-interaction effect. (1) Synergy scores: CSS=27.4, Synergy_ZIP=-0.145, Synergy_Bliss=-1.44, Synergy_Loewe=-10.1, Synergy_HSA=-1.94. Drug 2: CC1C(C(CC(O1)OC2CC(CC3=C2C(=C4C(=C3O)C(=O)C5=CC=CC=C5C4=O)O)(C(=O)C)O)N)O. Cell line: K-562. Drug 1: CCCCC(=O)OCC(=O)C1(CC(C2=C(C1)C(=C3C(=C2O)C(=O)C4=C(C3=O)C=CC=C4OC)O)OC5CC(C(C(O5)C)O)NC(=O)C(F)(F)F)O. (2) Drug 1: C1=C(C(=O)NC(=O)N1)N(CCCl)CCCl. Drug 2: CCCS(=O)(=O)NC1=C(C(=C(C=C1)F)C(=O)C2=CNC3=C2C=C(C=N3)C4=CC=C(C=C4)Cl)F. Cell line: A498. Synergy scores: CSS=21.6, Synergy_ZIP=-6.84, Synergy_Bliss=2.10, Synergy_Loewe=-1.08, Synergy_HSA=1.92. (3) Drug 1: C1=NC2=C(N=C(N=C2N1C3C(C(C(O3)CO)O)O)F)N. Synergy scores: CSS=65.3, Synergy_ZIP=-2.03, Synergy_Bliss=-5.93, Synergy_Loewe=-5.96, Synergy_HSA=-2.71. Cell line: OVCAR-8. Drug 2: CC1CCCC2(C(O2)CC(NC(=O)CC(C(C(=O)C(C1O)C)(C)C)O)C(=CC3=CSC(=N3)C)C)C. (4) Drug 1: CCCS(=O)(=O)NC1=C(C(=C(C=C1)F)C(=O)C2=CNC3=C2C=C(C=N3)C4=CC=C(C=C4)Cl)F. Drug 2: CN1C2=C(C=C(C=C2)N(CCCl)CCCl)N=C1CCCC(=O)O.Cl. Cell line: SR. Synergy scores: CSS=58.9, Synergy_ZIP=16.3, Synergy_Bliss=16.7, Synergy_Loewe=15.8, Synergy_HSA=18.3.